This data is from NCI-60 drug combinations with 297,098 pairs across 59 cell lines. The task is: Regression. Given two drug SMILES strings and cell line genomic features, predict the synergy score measuring deviation from expected non-interaction effect. Drug 1: CCCS(=O)(=O)NC1=C(C(=C(C=C1)F)C(=O)C2=CNC3=C2C=C(C=N3)C4=CC=C(C=C4)Cl)F. Drug 2: CN(C)C1=NC(=NC(=N1)N(C)C)N(C)C. Cell line: SK-MEL-28. Synergy scores: CSS=38.9, Synergy_ZIP=4.71, Synergy_Bliss=4.32, Synergy_Loewe=-37.1, Synergy_HSA=1.09.